Task: Predict the product of the given reaction.. Dataset: Forward reaction prediction with 1.9M reactions from USPTO patents (1976-2016) (1) Given the reactants [H-].[Na+].[F:3][C:4]([F:18])([F:17])[C:5]1[CH:10]=[CH:9][N:8]=[C:7]([C:11]2[NH:12][O:13][C:14](=[O:16])[N:15]=2)[CH:6]=1.[C:19]([O-:22])(=[O:21])[CH3:20].[Cl-].[NH4+].[CH3:25]N(C)C=O, predict the reaction product. The product is: [C:19]([O:22][CH2:25][N:15]1[C:14](=[O:16])[O:13][N:12]=[C:11]1[C:7]1[CH:6]=[C:5]([C:4]([F:3])([F:17])[F:18])[CH:10]=[CH:9][N:8]=1)(=[O:21])[CH3:20]. (2) Given the reactants Br[CH2:2][C:3]1[CH:8]=[CH:7][CH:6]=[CH:5][C:4]=1[O:9][CH2:10][CH:11]1[CH2:13][CH2:12]1.[F:14][C:15]1[CH:20]=[CH:19][CH:18]=[C:17]([F:21])[C:16]=1[NH:22][C:23]([C:25]1[N:26]=[N:27][NH:28][CH:29]=1)=[O:24].C(=O)([O-])[O-].[K+].[K+], predict the reaction product. The product is: [CH:11]1([CH2:10][O:9][C:4]2[CH:5]=[CH:6][CH:7]=[CH:8][C:3]=2[CH2:2][N:27]2[N:26]=[C:25]([C:23]([NH:22][C:16]3[C:17]([F:21])=[CH:18][CH:19]=[CH:20][C:15]=3[F:14])=[O:24])[CH:29]=[N:28]2)[CH2:13][CH2:12]1. (3) Given the reactants [CH2:1]([C:4]1[NH:5][C:6]2[C:11]([CH:12]=1)=[C:10]([C:13]([F:16])([F:15])[F:14])[C:9]([C:17]#[N:18])=[CH:8][CH:7]=2)[CH2:2][CH3:3].Cl[CH2:20][C:21]1[CH:25]=[C:24]([C:26]2[CH:31]=[CH:30][C:29]([F:32])=[CH:28][CH:27]=2)[O:23][N:22]=1, predict the reaction product. The product is: [F:32][C:29]1[CH:28]=[CH:27][C:26]([C:24]2[O:23][N:22]=[C:21]([CH2:20][N:5]3[C:6]4[C:11](=[C:10]([C:13]([F:15])([F:16])[F:14])[C:9]([C:17]#[N:18])=[CH:8][CH:7]=4)[CH:12]=[C:4]3[CH2:1][CH2:2][CH3:3])[CH:25]=2)=[CH:31][CH:30]=1.